Dataset: NCI-60 drug combinations with 297,098 pairs across 59 cell lines. Task: Regression. Given two drug SMILES strings and cell line genomic features, predict the synergy score measuring deviation from expected non-interaction effect. (1) Drug 1: CN(CCCl)CCCl.Cl. Drug 2: C1CNP(=O)(OC1)N(CCCl)CCCl. Cell line: MOLT-4. Synergy scores: CSS=70.8, Synergy_ZIP=-0.648, Synergy_Bliss=-2.12, Synergy_Loewe=-45.8, Synergy_HSA=-1.81. (2) Drug 1: CC1C(C(CC(O1)OC2CC(CC3=C2C(=C4C(=C3O)C(=O)C5=C(C4=O)C(=CC=C5)OC)O)(C(=O)CO)O)N)O.Cl. Drug 2: CC12CCC3C(C1CCC2OP(=O)(O)O)CCC4=C3C=CC(=C4)OC(=O)N(CCCl)CCCl.[Na+]. Cell line: EKVX. Synergy scores: CSS=-1.78, Synergy_ZIP=1.26, Synergy_Bliss=2.04, Synergy_Loewe=-1.54, Synergy_HSA=-0.911. (3) Drug 1: C1CC(=O)NC(=O)C1N2CC3=C(C2=O)C=CC=C3N. Drug 2: CN(C(=O)NC(C=O)C(C(C(CO)O)O)O)N=O. Cell line: HOP-92. Synergy scores: CSS=8.90, Synergy_ZIP=-3.04, Synergy_Bliss=-1.61, Synergy_Loewe=-0.284, Synergy_HSA=-0.261. (4) Synergy scores: CSS=3.55, Synergy_ZIP=1.64, Synergy_Bliss=1.31, Synergy_Loewe=3.74, Synergy_HSA=-3.90. Drug 1: C1CN1P(=S)(N2CC2)N3CC3. Cell line: OVCAR3. Drug 2: CN(C(=O)NC(C=O)C(C(C(CO)O)O)O)N=O. (5) Drug 1: CS(=O)(=O)C1=CC(=C(C=C1)C(=O)NC2=CC(=C(C=C2)Cl)C3=CC=CC=N3)Cl. Drug 2: C(CCl)NC(=O)N(CCCl)N=O. Cell line: OVCAR3. Synergy scores: CSS=5.20, Synergy_ZIP=0.795, Synergy_Bliss=0.914, Synergy_Loewe=0.171, Synergy_HSA=-0.216. (6) Drug 1: CCN(CC)CCNC(=O)C1=C(NC(=C1C)C=C2C3=C(C=CC(=C3)F)NC2=O)C. Drug 2: C1=CN(C=N1)CC(O)(P(=O)(O)O)P(=O)(O)O. Cell line: RPMI-8226. Synergy scores: CSS=-4.53, Synergy_ZIP=0.208, Synergy_Bliss=-1.37, Synergy_Loewe=-8.13, Synergy_HSA=-7.60.